Dataset: Peptide-MHC class II binding affinity with 134,281 pairs from IEDB. Task: Regression. Given a peptide amino acid sequence and an MHC pseudo amino acid sequence, predict their binding affinity value. This is MHC class II binding data. (1) The peptide sequence is LEQDKCVTVMAPDKP. The MHC is DRB1_0401 with pseudo-sequence DRB1_0401. The binding affinity (normalized) is 0. (2) The peptide sequence is ALREKVLGLPAIKAW. The MHC is HLA-DQA10301-DQB10302 with pseudo-sequence HLA-DQA10301-DQB10302. The binding affinity (normalized) is 0.197. (3) The peptide sequence is NPRQAYANYRDIDLG. The MHC is DRB1_0901 with pseudo-sequence DRB1_0901. The binding affinity (normalized) is 0.225. (4) The peptide sequence is ECGGILQAYDLRDAP. The MHC is DRB5_0101 with pseudo-sequence DRB5_0101. The binding affinity (normalized) is 0.434.